This data is from Full USPTO retrosynthesis dataset with 1.9M reactions from patents (1976-2016). The task is: Predict the reactants needed to synthesize the given product. (1) The reactants are: C(OC([N:8]1[CH2:17][CH2:16][C:15]2[C:11](=[C:12](OS(C(F)(F)F)(=O)=O)[N:13]([CH:18]3[CH2:21][CH2:20][CH2:19]3)[N:14]=2)[CH2:10][CH2:9]1)=O)(C)(C)C.[F:30][C:31]1[CH:36]=[CH:35][C:34](B(O)O)=[CH:33][CH:32]=1. Given the product [CH:18]1([N:13]2[C:12]([C:34]3[CH:35]=[CH:36][C:31]([F:30])=[CH:32][CH:33]=3)=[C:11]3[C:15]([CH2:16][CH2:17][NH:8][CH2:9][CH2:10]3)=[N:14]2)[CH2:19][CH2:20][CH2:21]1, predict the reactants needed to synthesize it. (2) Given the product [Br:1][C:2]1[CH:3]=[C:4]2[C:9](=[CH:10][CH:11]=1)[CH2:8][C:7]1([C:13](=[O:22])[NH:14][C:16](=[O:19])[NH:20]1)[CH2:6][CH2:5]2, predict the reactants needed to synthesize it. The reactants are: [Br:1][C:2]1[CH:3]=[C:4]2[C:9](=[CH:10][CH:11]=1)[CH2:8][C:7](=O)[CH2:6][CH2:5]2.[C-:13]#[N:14].[Na+].[C:16](=[O:19])([O-])[O-].[NH4+:20].[NH4+].[OH2:22]. (3) Given the product [F:40][C:2]1([F:1])[O:6][C:5]2[CH:7]=[CH:8][C:9]([C:11]3([C:14]([NH:16][C:17]4[CH:18]=[C:19]5[C:23](=[CH:24][C:25]=4[F:26])[N:22]([CH2:27][C@H:28]([OH:29])[CH2:32][OH:31])[C:21]([C:35]([CH3:38])([CH3:39])[CH2:36][OH:37])=[CH:20]5)=[O:15])[CH2:12][CH2:13]3)=[CH:10][C:4]=2[O:3]1, predict the reactants needed to synthesize it. The reactants are: [F:1][C:2]1([F:40])[O:6][C:5]2[CH:7]=[CH:8][C:9]([C:11]3([C:14]([NH:16][C:17]4[CH:18]=[C:19]5[C:23](=[CH:24][C:25]=4[F:26])[N:22]([CH2:27][C@H:28]4[CH2:32][O:31]C(C)(C)[O:29]4)[C:21]([C:35]([CH3:39])([CH3:38])[CH2:36][OH:37])=[CH:20]5)=[O:15])[CH2:13][CH2:12]3)=[CH:10][C:4]=2[O:3]1.O.CC1C=CC(S(O)(=O)=O)=CC=1.O. (4) The reactants are: [CH2:1]1[O:9][C:8]2[CH:7]=[CH:6][C:5]([CH:10]3[C:22]4[NH:21][C:20]5[C:15](=[CH:16][CH:17]=[CH:18][CH:19]=5)[C:14]=4[CH2:13][CH2:12][N:11]3[C:23]3[N:28]=[CH:27][C:26](Br)=[CH:25][N:24]=3)=[CH:4][C:3]=2[O:2]1.[N:30]1[CH:35]=[CH:34][CH:33]=[C:32](B(O)O)[CH:31]=1.C(N(CC)CC)C. Given the product [CH2:1]1[O:9][C:8]2[CH:7]=[CH:6][C:5]([CH:10]3[C:22]4[NH:21][C:20]5[C:15](=[CH:16][CH:17]=[CH:18][CH:19]=5)[C:14]=4[CH2:13][CH2:12][N:11]3[C:23]3[N:28]=[CH:27][C:26]([C:32]4[CH:31]=[N:30][CH:35]=[CH:34][CH:33]=4)=[CH:25][N:24]=3)=[CH:4][C:3]=2[O:2]1, predict the reactants needed to synthesize it. (5) Given the product [CH2:1]([NH:8][C:9](=[O:28])[CH2:10][CH2:11][O:12][C:13]1[CH:14]=[C:15]([CH3:27])[C:16]([Si:20]([F:33])([CH:21]([CH3:22])[CH3:23])[CH:24]([CH3:26])[CH3:25])=[C:17]([CH3:19])[CH:18]=1)[C:2]1[CH:7]=[CH:6][CH:5]=[CH:4][CH:3]=1, predict the reactants needed to synthesize it. The reactants are: [CH2:1]([NH:8][C:9](=[O:28])[CH2:10][CH2:11][O:12][C:13]1[CH:18]=[C:17]([CH3:19])[C:16]([SiH:20]([CH:24]([CH3:26])[CH3:25])[CH:21]([CH3:23])[CH3:22])=[C:15]([CH3:27])[CH:14]=1)[C:2]1[CH:7]=[CH:6][CH:5]=[CH:4][CH:3]=1.C(O)(=O)C.[F-:33].[K+]. (6) Given the product [F:25][C:24]1[CH:23]=[N:22][C:21]2[NH:3][C:4]3[N:5]=[CH:6][CH:7]=[C:8]([CH:9]=3)[CH2:10][CH2:11][C:12]3[CH:13]=[C:14]([NH:18][C:19]=1[N:20]=2)[CH:15]=[CH:16][CH:17]=3, predict the reactants needed to synthesize it. The reactants are: Cl.Cl.[NH2:3][C:4]1[CH:9]=[C:8]([CH2:10][CH2:11][C:12]2[CH:13]=[C:14]([NH:18][C:19]3[C:24]([F:25])=[CH:23][N:22]=[C:21](Cl)[N:20]=3)[CH:15]=[CH:16][CH:17]=2)[CH:7]=[CH:6][N:5]=1.C(N(CC)CC)C.CC1(C)C2C=CC=C(P(C3C=CC=CC=3)C3C=CC=CC=3)C=2OC2C1=CC=CC=2P(C1C=CC=CC=1)C1C=CC=CC=1.C(=O)([O-])[O-].[Cs+].[Cs+]. (7) Given the product [NH2:15][C:3]1[CH:4]=[C:5]([N:8]2[C:9](=[O:14])[CH2:10][CH2:11][C:12]2=[O:13])[CH:6]=[CH:7][C:2]=1[Cl:1], predict the reactants needed to synthesize it. The reactants are: [Cl:1][C:2]1[CH:7]=[CH:6][C:5]([N:8]2[C:12](=[O:13])[CH:11]=[CH:10][C:9]2=[O:14])=[CH:4][C:3]=1[N+:15]([O-])=O.[H][H].